From a dataset of HIV replication inhibition screening data with 41,000+ compounds from the AIDS Antiviral Screen. Binary Classification. Given a drug SMILES string, predict its activity (active/inactive) in a high-throughput screening assay against a specified biological target. (1) The drug is Oc1ccccc1-c1cnnc(-c2ccccc2O)c1. The result is 0 (inactive). (2) The molecule is Cc1nc(C(=O)O)c2ccccc2n1. The result is 0 (inactive). (3) The drug is CCc1n[nH]c(=S)n1N=Cc1ccc(-c2ccc([N+](=O)[O-])cc2)o1. The result is 0 (inactive). (4) The molecule is COc1ccc(C2NC(N)=C(C#N)C3=C2C(C)CCC3)cc1OC. The result is 0 (inactive). (5) The compound is Oc1ncc(S)c(O)n1. The result is 0 (inactive). (6) The compound is c1ccc2c(c1)Sc1ccccc1S2. The result is 0 (inactive). (7) The result is 0 (inactive). The molecule is CCN(CC)C1CCC(C2c3cc4c(cc3OC(N3CCOCC3)C2C)OCO4)CC1. (8) The drug is Cc1c(N=Nc2ccccc2)c(C)n(C2OC(CO)C(O)C(O)C2O)c(=S)c1C#N. The result is 0 (inactive).